Dataset: Catalyst prediction with 721,799 reactions and 888 catalyst types from USPTO. Task: Predict which catalyst facilitates the given reaction. (1) Reactant: [F:1][C:2]1[CH:23]=[C:22]2[C:5]([C:6](=[O:24])[CH2:7][C:8]3([O:21]2)[CH2:13][CH2:12][N:11]([C:14]([O:16][C:17]([CH3:20])([CH3:19])[CH3:18])=[O:15])[CH2:10][CH2:9]3)=[CH:4][CH:3]=1.[BH4-].[Na+]. Product: [F:1][C:2]1[CH:23]=[C:22]2[C:5]([CH:6]([OH:24])[CH2:7][C:8]3([O:21]2)[CH2:9][CH2:10][N:11]([C:14]([O:16][C:17]([CH3:20])([CH3:19])[CH3:18])=[O:15])[CH2:12][CH2:13]3)=[CH:4][CH:3]=1. The catalyst class is: 5. (2) Reactant: Cl[C:2]1[N:7]=[C:6]([N:8]2[CH2:13][CH2:12][O:11][CH2:10][CH2:9]2)[N:5]=[C:4]([N:14]2[CH2:19][CH2:18][O:17][CH2:16][CH2:15]2)[CH:3]=1.C([O-])([O-])=O.[K+].[K+].O.C([NH:30][C:31]1[N:36]=[CH:35][C:34](B(O)O)=[C:33]([C:40]([F:43])([F:42])[F:41])[CH:32]=1)(=O)C. Product: [N:8]1([C:6]2[N:7]=[C:2]([C:34]3[C:33]([C:40]([F:43])([F:42])[F:41])=[CH:32][C:31]([NH2:30])=[N:36][CH:35]=3)[CH:3]=[C:4]([N:14]3[CH2:19][CH2:18][O:17][CH2:16][CH2:15]3)[N:5]=2)[CH2:13][CH2:12][O:11][CH2:10][CH2:9]1. The catalyst class is: 837. (3) Product: [F:6][C:7]([F:20])([F:21])[CH:8]([NH:19][C:1](=[O:4])[CH:2]=[CH2:3])[C:9]1[CH:14]=[CH:13][CH:12]=[C:11]([C:15]([F:17])([F:18])[F:16])[CH:10]=1. The catalyst class is: 4. Reactant: [C:1](Cl)(=[O:4])[CH:2]=[CH2:3].[F:6][C:7]([F:21])([F:20])[CH:8]([NH2:19])[C:9]1[CH:14]=[CH:13][CH:12]=[C:11]([C:15]([F:18])([F:17])[F:16])[CH:10]=1.N1C=CC=CC=1. (4) Reactant: [CH:1]1[C:10]2[CH2:9][CH2:8][CH2:7][CH2:6][C:5]=2[CH:4]=[CH:3][C:2]=1[C:11]1[N:12]=[C:13]([CH:16]2[CH2:21][CH2:20][NH:19][CH2:18][CH2:17]2)[S:14][CH:15]=1.C([O:25][CH2:26][CH2:27][CH2:28][CH2:29]Br)(=O)C.[OH-].[Na+].Cl. Product: [CH:1]1[C:10]2[CH2:9][CH2:8][CH2:7][CH2:6][C:5]=2[CH:4]=[CH:3][C:2]=1[C:11]1[N:12]=[C:13]([CH:16]2[CH2:17][CH2:18][N:19]([CH2:29][CH2:28][CH2:27][CH2:26][OH:25])[CH2:20][CH2:21]2)[S:14][CH:15]=1. The catalyst class is: 5. (5) Reactant: [C:1]([O:4][CH2:5]Cl)(=[O:3])[CH3:2].[I-].[Na+].[CH:9](=[O:17])[C:10]1[C:11](=[CH:13][CH:14]=[CH:15][CH:16]=1)[OH:12].C(=O)([O-])[O-].[K+].[K+].C(OCI)(=O)C. Product: [C:1]([O:4][CH2:5][O:12][C:11]1[CH:13]=[CH:14][CH:15]=[CH:16][C:10]=1[CH:9]=[O:17])(=[O:3])[CH3:2]. The catalyst class is: 95. (6) Reactant: C([O:4][C:5]1[CH:10]=[CH:9][CH:8]=[CH:7][C:6]=1[C:11](=[O:22])[NH:12][C:13]1[S:14][CH:15]=[C:16]([S:18]([CH3:21])(=[O:20])=[O:19])[N:17]=1)(=O)C. Product: [OH:4][C:5]1[CH:10]=[CH:9][CH:8]=[CH:7][C:6]=1[C:11]([NH:12][C:13]1[S:14][CH:15]=[C:16]([S:18]([CH3:21])(=[O:20])=[O:19])[N:17]=1)=[O:22]. The catalyst class is: 33. (7) Reactant: C[O:2][CH:3](OC)[CH2:4][CH2:5][CH2:6][CH2:7][O:8][C:9]1[CH:14]=[CH:13][CH:12]=[C:11]([O:15][CH2:16][CH2:17][CH2:18][CH2:19][CH2:20][CH3:21])[CH:10]=1.Cl. Product: [CH2:16]([O:15][C:11]1[CH:10]=[C:9]([CH:14]=[CH:13][CH:12]=1)[O:8][CH2:7][CH2:6][CH2:5][CH2:4][CH:3]=[O:2])[CH2:17][CH2:18][CH2:19][CH2:20][CH3:21]. The catalyst class is: 20. (8) Reactant: [C:1]1([S:7]([N:10]2[C:14]3=[N:15][CH:16]=[C:17]([NH2:19])[CH:18]=[C:13]3[CH:12]=[CH:11]2)(=[O:9])=[O:8])[CH:6]=[CH:5][CH:4]=[CH:3][CH:2]=1.C(N(CC)CC)C.[C:27](O[C:27]([O:29][C:30]([CH3:33])([CH3:32])[CH3:31])=[O:28])([O:29][C:30]([CH3:33])([CH3:32])[CH3:31])=[O:28]. Product: [C:30]([O:29][C:27](=[O:28])[NH:19][C:17]1[CH:18]=[C:13]2[CH:12]=[CH:11][N:10]([S:7]([C:1]3[CH:6]=[CH:5][CH:4]=[CH:3][CH:2]=3)(=[O:8])=[O:9])[C:14]2=[N:15][CH:16]=1)([CH3:33])([CH3:32])[CH3:31]. The catalyst class is: 7. (9) Reactant: [CH3:1][C:2]([CH2:17][CH2:18][CH:19]=[C:20]([CH3:22])[CH3:21])=[CH:3][CH2:4][O:5][C:6]1[CH:11]=[CH:10][C:9]([CH2:12][CH2:13][C:14](O)=[O:15])=[CH:8][CH:7]=1.C(N1C=CN=C1)(N1C=CN=C1)=O.N1C=CN=C1.[H-].[Na+].[NH2:42][C:43]1[S:44][S:45][C:46](=[S:48])[N:47]=1. Product: [CH3:1][C:2]([CH2:17][CH2:18][CH:19]=[C:20]([CH3:22])[CH3:21])=[CH:3][CH2:4][O:5][C:6]1[CH:11]=[CH:10][C:9]([CH2:12][CH2:13][C:14]([NH:42][C:43]2[S:44][S:45][C:46](=[S:48])[N:47]=2)=[O:15])=[CH:8][CH:7]=1. The catalyst class is: 30.